From a dataset of Full USPTO retrosynthesis dataset with 1.9M reactions from patents (1976-2016). Predict the reactants needed to synthesize the given product. (1) Given the product [NH2:1][C:2]1[N:7]=[CH:6][C:5]([C:8]2[N:9]=[C:10]([N:27]3[CH2:32][CH2:31][O:30][CH2:29][CH2:28]3)[C:11]3[S:16][C:15]([C:17]4[CH:18]=[C:19]([CH:23]=[CH:24][CH:25]=4)[C:20]([NH:33][CH2:34][C@@H:35]([OH:37])[CH3:36])=[O:21])=[C:14]([CH3:26])[C:12]=3[N:13]=2)=[CH:4][N:3]=1, predict the reactants needed to synthesize it. The reactants are: [NH2:1][C:2]1[N:7]=[CH:6][C:5]([C:8]2[N:9]=[C:10]([N:27]3[CH2:32][CH2:31][O:30][CH2:29][CH2:28]3)[C:11]3[S:16][C:15]([C:17]4[CH:18]=[C:19]([CH:23]=[CH:24][CH:25]=4)[C:20](O)=[O:21])=[C:14]([CH3:26])[C:12]=3[N:13]=2)=[CH:4][N:3]=1.[NH2:33][CH2:34][C@@H:35]([OH:37])[CH3:36]. (2) Given the product [C:1]1([CH:7]([NH:9][C:10]([C:12]2[CH:13]=[N:14][C:15]3[C:20]([CH:21]=2)=[CH:19][CH:18]=[C:17]([NH:22][C:23]([C:25]2[C:26]([C:31]4[CH:32]=[CH:33][C:34]([C:37]([F:40])([F:38])[F:39])=[CH:35][CH:36]=4)=[CH:27][CH:28]=[CH:29][CH:30]=2)=[O:24])[CH:16]=3)=[O:11])[CH2:8][CH3:41])[CH:6]=[CH:5][CH:4]=[CH:3][CH:2]=1, predict the reactants needed to synthesize it. The reactants are: [C:1]1([C@H:7]([NH:9][C:10]([C:12]2[CH:13]=[N:14][C:15]3[C:20]([CH:21]=2)=[CH:19][CH:18]=[C:17]([NH:22][C:23]([C:25]2[C:26]([C:31]4[CH:36]=[CH:35][C:34]([C:37]([F:40])([F:39])[F:38])=[CH:33][CH:32]=4)=[CH:27][CH:28]=[CH:29][CH:30]=2)=[O:24])[CH:16]=3)=[O:11])[CH3:8])[CH:6]=[CH:5][CH:4]=[CH:3][CH:2]=1.[CH2:41](S([O-])(=O)=O)C. (3) Given the product [NH2:7][C:6]1[C:5]2[C:8](=[CH:9][CH:10]=[CH:11][C:4]=2[CH2:3][C:1]#[N:2])[NH:15][N:14]=1, predict the reactants needed to synthesize it. The reactants are: [C:1]([CH2:3][C:4]1[CH:11]=[CH:10][CH:9]=[C:8](F)[C:5]=1[C:6]#[N:7])#[N:2].O.[NH2:14][NH2:15]. (4) Given the product [OH:2][C:3]1[CH:8]=[CH:7][CH:6]=[CH:5][C:4]=1[C:9]([C:11]1[CH:16]=[CH:15][CH:14]=[CH:13][C:12]=1[S:17][CH3:18])=[O:10], predict the reactants needed to synthesize it. The reactants are: C[O:2][C:3]1[CH:8]=[CH:7][CH:6]=[CH:5][C:4]=1[C:9]([C:11]1[CH:16]=[CH:15][CH:14]=[CH:13][C:12]=1[S:17][CH3:18])=[O:10].[Al+3].[Cl-].[Cl-].[Cl-].C(S)CCCCCCCCCCC.O. (5) Given the product [Br:13][C:14]1[CH:19]=[C:18]([F:20])[C:17]([C:22]([O:24][C:5]([CH3:7])([CH3:9])[CH3:6])=[O:27])=[C:16]([F:21])[CH:15]=1, predict the reactants needed to synthesize it. The reactants are: C(N[CH:5]([CH3:7])[CH3:6])(C)C.[Li][CH2:9]CCC.[Br:13][C:14]1[CH:19]=[C:18]([F:20])[CH:17]=[C:16]([F:21])[CH:15]=1.[CH2:22]([O:24]CC)C.[OH2:27]. (6) Given the product [C:20]([O:23][C:24]([NH:2][C@@H:3]([C:9]1[CH:14]=[CH:13][C:12]([O:15][CH:16]([F:17])[F:18])=[CH:11][CH:10]=1)[CH2:4][C:5]([O:7][CH3:8])=[O:6])=[O:25])([CH3:22])([CH3:21])[CH3:19], predict the reactants needed to synthesize it. The reactants are: Cl.[NH2:2][C@@H:3]([C:9]1[CH:14]=[CH:13][C:12]([O:15][CH:16]([F:18])[F:17])=[CH:11][CH:10]=1)[CH2:4][C:5]([O:7][CH3:8])=[O:6].[CH3:19][C:20]([O:23][C:24](O[C:24]([O:23][C:20]([CH3:22])([CH3:21])[CH3:19])=[O:25])=[O:25])([CH3:22])[CH3:21]. (7) Given the product [CH3:29][O:28][N:27]([CH3:26])[C:7]([C:5]1[N:6]=[C:2]([CH3:1])[S:3][CH:4]=1)=[O:9], predict the reactants needed to synthesize it. The reactants are: [CH3:1][C:2]1[S:3][CH:4]=[C:5]([C:7]([OH:9])=O)[N:6]=1.C(Cl)Cl.C(N1C=CN=C1)(N1C=CN=C1)=O.Cl.[CH3:26][NH:27][O:28][CH3:29].